This data is from Forward reaction prediction with 1.9M reactions from USPTO patents (1976-2016). The task is: Predict the product of the given reaction. (1) The product is: [N+:13]([C:16]1[CH:22]=[CH:21][C:19]([NH:20][C:8](=[O:9])[C@:7]([OH:12])([CH3:11])[CH2:6][Br:5])=[CH:18][C:17]=1[C:23]([F:24])([F:25])[F:26])([O-:15])=[O:14]. Given the reactants S(Cl)(Cl)=O.[Br:5][CH2:6][C@@:7]([OH:12])([CH3:11])[C:8](O)=[O:9].[N+:13]([C:16]1[CH:22]=[CH:21][C:19]([NH2:20])=[CH:18][C:17]=1[C:23]([F:26])([F:25])[F:24])([O-:15])=[O:14], predict the reaction product. (2) Given the reactants [CH2:1]([O:8][N:9]=[C:10]1[C:18]2([CH2:23][CH2:22][CH2:21][CH2:20][CH2:19]2)[C:17]2[C:12](=[CH:13][CH:14]=[C:15](Br)[CH:16]=2)[NH:11]1)[C:2]1[CH:7]=[CH:6][CH:5]=[CH:4][CH:3]=1.[F:25][C:26]1[CH:27]=[C:28](B(O)O)[CH:29]=[CH:30][C:31]=1[F:32], predict the reaction product. The product is: [CH2:1]([O:8][N:9]=[C:10]1[C:18]2([CH2:23][CH2:22][CH2:21][CH2:20][CH2:19]2)[C:17]2[C:12](=[CH:13][CH:14]=[C:15]([C:29]3[CH:28]=[CH:27][C:26]([F:25])=[C:31]([F:32])[CH:30]=3)[CH:16]=2)[NH:11]1)[C:2]1[CH:7]=[CH:6][CH:5]=[CH:4][CH:3]=1.